This data is from Full USPTO retrosynthesis dataset with 1.9M reactions from patents (1976-2016). The task is: Predict the reactants needed to synthesize the given product. (1) Given the product [Cl:36][C:9]1[CH:14]=[CH:13][C:12]([NH:15][C:16](=[O:31])[C:17]([F:30])([F:29])[C:18]2[C:27]3[C:22](=[CH:23][CH:24]=[CH:25][CH:26]=3)[C:21]([F:28])=[CH:20][CH:19]=2)=[C:11]([F:32])[C:10]=1[CH2:33][CH2:34][OH:35], predict the reactants needed to synthesize it. The reactants are: C(ON=O)(C)(C)C.N[C:9]1[CH:14]=[CH:13][C:12]([NH:15][C:16](=[O:31])[C:17]([F:30])([F:29])[C:18]2[C:27]3[C:22](=[CH:23][CH:24]=[CH:25][CH:26]=3)[C:21]([F:28])=[CH:20][CH:19]=2)=[C:11]([F:32])[C:10]=1[CH2:33][CH2:34][OH:35].[ClH:36]. (2) Given the product [N:21]([CH2:2][C@H:3]([OH:20])[CH2:4][C:5]1[CH:10]=[CH:9][CH:8]=[C:7]([O:11][CH2:12][CH:13]([CH2:17][CH2:18][CH3:19])[CH2:14][CH2:15][CH3:16])[CH:6]=1)=[N+:22]=[N-:23], predict the reactants needed to synthesize it. The reactants are: Cl[CH2:2][C@H:3]([OH:20])[CH2:4][C:5]1[CH:10]=[CH:9][CH:8]=[C:7]([O:11][CH2:12][CH:13]([CH2:17][CH2:18][CH3:19])[CH2:14][CH2:15][CH3:16])[CH:6]=1.[N-:21]=[N+:22]=[N-:23].[Na+].